Dataset: Forward reaction prediction with 1.9M reactions from USPTO patents (1976-2016). Task: Predict the product of the given reaction. Given the reactants C(OC([N:11]1[CH2:16][CH2:15][CH:14]([CH2:17][NH:18][C:19]2[CH:24]=[C:23]([CH3:25])[N:22]=[C:21](Cl)[N:20]=2)[CH2:13][CH2:12]1)=O)C1C=CC=CC=1, predict the reaction product. The product is: [CH3:25][C:23]1[N:22]=[CH:21][N:20]=[C:19]([NH:18][CH2:17][CH:14]2[CH2:15][CH2:16][NH:11][CH2:12][CH2:13]2)[CH:24]=1.